From a dataset of Forward reaction prediction with 1.9M reactions from USPTO patents (1976-2016). Predict the product of the given reaction. (1) The product is: [CH3:1][O:2][C:3]1[CH:4]=[CH:5][C:6]([C:9]2([CH3:15])[CH2:14][CH2:13][O:12][CH2:11][CH2:10]2)=[CH:7][C:8]=1[CH:16]=[O:17]. Given the reactants [CH3:1][O:2][C:3]1[CH:8]=[CH:7][C:6]([C:9]2([CH3:15])[CH2:14][CH2:13][O:12][CH2:11][CH2:10]2)=[CH:5][CH:4]=1.[CH3:16][O:17]C(Cl)Cl.Cl, predict the reaction product. (2) Given the reactants O.O.[Na+].[NH2:4][C:5]1[S:6][CH:7]=[C:8]([C:10](=[N:14][OH:15])[C:11]([O-:13])=[O:12])[N:9]=1.[C:16](OC(=O)C)(=[O:18])[CH3:17].C(=O)([O-])[O-].[Na+].[Na+].Cl, predict the reaction product. The product is: [NH2:4][C:5]1[S:6][CH:7]=[C:8]([C:10](=[N:14][O:15][C:16](=[O:18])[CH3:17])[C:11]([OH:13])=[O:12])[N:9]=1. (3) Given the reactants [CH3:1][O:2][C:3]1[CH:11]=[CH:10][C:9]([N:12]2[CH:16]=[N:15][N:14]=[N:13]2)=[CH:8][C:4]=1[C:5](O)=[O:6].C(Cl)(=O)C([Cl:20])=O, predict the reaction product. The product is: [CH3:1][O:2][C:3]1[CH:11]=[CH:10][C:9]([N:12]2[CH:16]=[N:15][N:14]=[N:13]2)=[CH:8][C:4]=1[C:5]([Cl:20])=[O:6]. (4) Given the reactants [C:1]([O:9]CC)(=O)[CH2:2][C:3]([O:5][CH2:6][CH3:7])=[O:4].[H-].[Na+].[H][H].[CH2:16]([N:23]1[C:28]2[CH:29]=[CH:30][C:31]([Cl:33])=[CH:32][C:27]=2[C:26](=O)[O:25]C1=O)[C:17]1[CH:22]=[CH:21][CH:20]=[CH:19][CH:18]=1.Cl, predict the reaction product. The product is: [CH2:6]([O:5][C:3]([C:2]1[C:1](=[O:9])[N:23]([CH2:16][C:17]2[CH:18]=[CH:19][CH:20]=[CH:21][CH:22]=2)[C:28]2[C:27]([C:26]=1[OH:25])=[CH:32][C:31]([Cl:33])=[CH:30][CH:29]=2)=[O:4])[CH3:7]. (5) The product is: [C:3]([O:7][C:8](=[O:46])[CH2:9][CH2:10][CH2:11][CH2:12][N:13]1[C:19]2[CH:20]=[CH:21][C:22]([I:24])=[CH:23][C:18]=2[C:17](=[O:25])[N:16]([CH:26]([C:28]2[CH:33]=[CH:32][C:31]([Cl:34])=[CH:30][C:29]=2[NH2:35])[CH3:27])[CH:15]([C:38]2[CH:39]=[CH:40][C:41]([Cl:44])=[CH:42][CH:43]=2)[C:14]1=[O:45])([CH3:4])([CH3:5])[CH3:6]. Given the reactants [Cl-].[NH4+].[C:3]([O:7][C:8](=[O:46])[CH2:9][CH2:10][CH2:11][CH2:12][N:13]1[C:19]2[CH:20]=[CH:21][C:22]([I:24])=[CH:23][C:18]=2[C:17](=[O:25])[N:16]([CH:26]([C:28]2[CH:33]=[CH:32][C:31]([Cl:34])=[CH:30][C:29]=2[N+:35]([O-])=O)[CH3:27])[CH:15]([C:38]2[CH:43]=[CH:42][C:41]([Cl:44])=[CH:40][CH:39]=2)[C:14]1=[O:45])([CH3:6])([CH3:5])[CH3:4], predict the reaction product.